This data is from Forward reaction prediction with 1.9M reactions from USPTO patents (1976-2016). The task is: Predict the product of the given reaction. (1) Given the reactants Br[C:2]1[C:7]([N:8](COC)[S:9]([C:12]2[CH:17]=[CH:16][C:15]([C:18]([CH3:21])([CH3:20])[CH3:19])=[CH:14][CH:13]=2)(=[O:11])=[O:10])=[CH:6][C:5]([Cl:25])=[CH:4][N:3]=1.[CH3:26][O:27][C:28]1[CH:29]=[C:30]([CH:37]=[CH:38][CH:39]=1)[C:31](N(OC)C)=[O:32].Cl.O1CCOCC1, predict the reaction product. The product is: [C:18]([C:15]1[CH:14]=[CH:13][C:12]([S:9]([NH:8][C:7]2[C:2]([C:31](=[O:32])[C:30]3[CH:37]=[CH:38][CH:39]=[C:28]([O:27][CH3:26])[CH:29]=3)=[N:3][CH:4]=[C:5]([Cl:25])[CH:6]=2)(=[O:11])=[O:10])=[CH:17][CH:16]=1)([CH3:20])([CH3:19])[CH3:21]. (2) Given the reactants [Br:1]N1C(=O)CCC1=O.C(OOC(=O)C1C=CC=CC=1)(=O)C1C=CC=CC=1.[Br:27][C:28]1[CH:29]=[CH:30][C:31]([Cl:45])=[C:32]([C:34]2[C:43]3[C:38](=[CH:39][CH:40]=[CH:41][CH:42]=3)[CH:37]=[C:36]([CH3:44])[N:35]=2)[CH:33]=1, predict the reaction product. The product is: [Br:27][C:28]1[CH:29]=[CH:30][C:31]([Cl:45])=[C:32]([C:34]2[C:43]3[C:38](=[CH:39][CH:40]=[CH:41][CH:42]=3)[CH:37]=[C:36]([CH2:44][Br:1])[N:35]=2)[CH:33]=1.